From a dataset of Drug-target binding data from BindingDB using IC50 measurements. Regression. Given a target protein amino acid sequence and a drug SMILES string, predict the binding affinity score between them. We predict pIC50 (pIC50 = -log10(IC50 in M); higher means more potent). Dataset: bindingdb_ic50. (1) The compound is O=C(C=Cc1ccccc1)c1c(O)oc(CO)c1O. The target protein (P30306) has sequence MEVPLQKSAPGSALSPARVLGGIQRPRHLSVFEFESDGFLGSPEPTASSSPVTTLTQTMHNLAGLGSEPPKAQVGSLSFQNRLADLSLSRRTSECSLSSESSESSDAGLCMDSPSPVDPQMAERTFEQAIQAASRVIQNEQFTIKRFRSLPVRLLEHSPVLQSITNSRALDSWRKTEAGYRAAANSPGEDKENDGYIFKMPQELPHSSSAQALAEWVSRRQAFTQRPSSAPDLMCLTTEWKMEVEELSPVAQSSSLTPVERASEEDDGFVDILESDLKDDEKVPAGMENLISAPLVKKLDKEEEQDLIMFSKCQRLFRSPSMPCSVIRPILKRLERPQDRDVPVQSKRRKSVTPLEEQQLEEPKARVFRSKSLCHEIENILDSDHRGLIGDYSKAFLLQTVDGKHQDLKYISPETMVALLTGKFSNIVEKFVIVDCRYPYEYEGGHIKNAVNLPLERDAETFLLQRPIMPCSLDKRIILIFHCEFSSERGPRMCRFIRER.... The pIC50 is 4.5. (2) The drug is CCCCCCCc1ccc(CCCCNCCCP(=O)(O)O)cc1. The target protein (Q99500) has sequence MATALPPRLQPVRGNETLREHYQYVGKLAGRLKEASEGSTLTTVLFLVICSFIVLENLMVLIAIWKNNKFHNRMYFFIGNLALCDLLAGIAYKVNILMSGKKTFSLSPTVWFLREGSMFVALGASTCSLLAIAIERHLTMIKMRPYDANKRHRVFLLIGMCWLIAFTLGALPILGWNCLHNLPDCSTILPLYSKKYIAFCISIFTAILVTIVILYARIYFLVKSSSRKVANHNNSERSMALLRTVVIVVSVFIACWSPLFILFLIDVACRVQACPILFKAQWFIVLAVLNSAMNPVIYTLASKEMRRAFFRLVCNCLVRGRGARASPIQPALDPSRSKSSSSNNSSHSPKVKEDLPHTAPSSCIMDKNAALQNGIFCN. The pIC50 is 6.0.